From a dataset of Experimentally validated miRNA-target interactions with 360,000+ pairs, plus equal number of negative samples. Binary Classification. Given a miRNA mature sequence and a target amino acid sequence, predict their likelihood of interaction. (1) The miRNA is mmu-miR-26a-5p with sequence UUCAAGUAAUCCAGGAUAGGCU. The protein sequence of the target gene is MDNMSITNTPTSNDACLSIVHSLMCHRQGGESETFAKRAIESLVKKLKEKKDELDSLITAITTNGAHPSKCVTIQRTLDGRLQVAGRKGFPHVIYARLWRWPDLHKNELKHVKYCQYAFDLKCDSVCVNPYHYERVVSPGIDLSGLTLQSNAPSMLVKDEYVHDFEGQPSLPTEGHSIQTIQHPPSNRASTETYSAPALLAPAESNATSTTNFPNIPVASTSQPASILAGSHSEGLLQIASGPQPGQQQNGFTAQPATYHHNSTTTWTGSRTAPYTPNLPHHQNGHLQHHPPMPPHPGHY.... Result: 1 (interaction). (2) The miRNA is hsa-miR-5088-5p with sequence CAGGGCUCAGGGAUUGGAUGGAGG. The protein sequence of the target gene is MKWLLFFGALIGAGICGRDKFFGDQVFRINVRNGDEIRKLTELVNSDHLKLSVWKSPSTFDRPVDILVPSVSLLPVKSFLKSQGLDYSVTIEDLQALLDNEDEEMQHNEGIERSGDFNYGAYHPLEAIYHEMDSIATDFPELVSRVKIGETFEKRPMYVLKFSTGGGKKRPAIWLNAGIHAREWISQATAIWTARKIVTDYKKDPAITSILKKVDIFLLPVANPDGYVYTQSQNRLWRKTRSRNPGSRCVGADPNRNWNASFAGEGTSDNPCSEVYHGSHPNSEVEVKSVVDFIQKHGNF.... Result: 0 (no interaction).